Dataset: Reaction yield outcomes from USPTO patents with 853,638 reactions. Task: Predict the reaction yield, written as a fraction of the theoretical maximum amount of product (1.0 means a 100% yield; for example, 0.34 means a 34% yield). (1) The reactants are [Br:1][C:2]1[CH:3]=[CH:4][C:5]([N+:16]([O-])=O)=[C:6]([N:8]2[CH2:12][CH2:11][CH2:10][CH:9]2[C:13](O)=[O:14])[CH:7]=1.O.O.[Sn](Cl)Cl.[OH-].[Na+].CCOC(C)=O. The catalyst is C(O)C.O. The product is [Br:1][C:2]1[CH:7]=[C:6]2[C:5]([NH:16][C:13](=[O:14])[CH:9]3[CH2:10][CH2:11][CH2:12][N:8]32)=[CH:4][CH:3]=1. The yield is 0.600. (2) The reactants are [CH:1]1([NH2:6])CCC[CH2:2]1.FC1C=C(C)C=CC=1[N+]([O-])=[O:15].[CH:18]1([NH:23][C:24]2[CH:30]=[C:29]([CH3:31])[CH:28]=[CH:27][C:25]=2[NH2:26])[CH2:22][CH2:21][CH2:20][CH2:19]1.N[C:33]1[S:34]C=[CH:36][N:37]=1. No catalyst specified. The product is [CH:18]1([NH:23][C:24]2[CH:30]=[C:29]([CH3:31])[CH:28]=[CH:27][C:25]=2[NH2:26])[CH2:22][CH2:21][CH2:20][CH2:19]1.[CH:18]1([NH:23][C:24]2[CH:30]=[C:29]([CH3:31])[CH:28]=[CH:27][C:25]=2[NH:26][C:36]([NH:37][C:33]2[S:34][CH:2]=[CH:1][N:6]=2)=[O:15])[CH2:22][CH2:21][CH2:20][CH2:19]1. The yield is 0.680. (3) The yield is 0.0500. The catalyst is CO. The product is [CH3:26][O:25][C:20]1[CH:21]=[C:22]2[C:17](=[CH:18][CH:19]=1)[CH:16]=[C:15]([C:9]1[C:8]3[C:12](=[CH:13][CH:14]=[C:6]([C:4]4[N:5]=[C:29]([CH2:30][N:31]([CH3:33])[CH3:32])[NH:28][N:27]=4)[CH:7]=3)[NH:11][N:10]=1)[CH:24]=[CH:23]2. The reactants are C(O[C:4]([C:6]1[CH:7]=[C:8]2[C:12](=[CH:13][CH:14]=1)[NH:11][N:10]=[C:9]2[C:15]1[CH:24]=[CH:23][C:22]2[C:17](=[CH:18][CH:19]=[C:20]([O:25][CH3:26])[CH:21]=2)[CH:16]=1)=[NH:5])C.[NH2:27][NH:28][C:29](=O)[CH2:30][N:31]([CH3:33])[CH3:32].C[O-].[Na+]. (4) The product is [CH3:27][N:13]([C@H:10]1[CH2:11][CH2:12][C@H:7]([C:6]#[C:5][CH2:4][CH2:3][CH2:2][N:29]([CH3:28])[CH2:30][CH2:31][CH3:32])[CH2:8][CH2:9]1)[S:14]([C:17]1[CH:22]=[CH:21][C:20]([C:23]([F:26])([F:25])[F:24])=[CH:19][CH:18]=1)(=[O:16])=[O:15]. The reactants are I[CH2:2][CH2:3][CH2:4][C:5]#[C:6][C@H:7]1[CH2:12][CH2:11][C@H:10]([N:13]([CH3:27])[S:14]([C:17]2[CH:22]=[CH:21][C:20]([C:23]([F:26])([F:25])[F:24])=[CH:19][CH:18]=2)(=[O:16])=[O:15])[CH2:9][CH2:8]1.[CH3:28][NH:29][CH2:30][CH2:31][CH3:32]. The yield is 0.470. The catalyst is CO.